Task: Predict which catalyst facilitates the given reaction.. Dataset: Catalyst prediction with 721,799 reactions and 888 catalyst types from USPTO (1) Reactant: [NH:1]1[CH2:5][CH2:4][CH2:3][C:2]1=[O:6].[CH:7]1[CH:8]=[CH:9][C:10](P([C:7]2[C:12]([C:7]3[C:12](P([C:7]4[CH:12]=[CH:11][CH:10]=[CH:9][CH:8]=4)[C:7]4[CH:12]=[CH:11][CH:10]=[CH:9][CH:8]=4)=[CH:11][CH:10]=[C:9]4[C:8]=3C=CC=C4)=[C:11]3[C:10](C=CC=C3)=[CH:9][CH:8]=2)[C:7]2[CH:12]=[CH:11][CH:10]=[CH:9][CH:8]=2)=[CH:11][CH:12]=1.C(=O)([O-])[O-].[Cs+].[Cs+].BrC1C=CC=CC=1. Product: [C:7]1([N:1]2[CH2:5][CH2:4][CH2:3][C:2]2=[O:6])[CH:8]=[CH:9][CH:10]=[CH:11][CH:12]=1. The catalyst class is: 164. (2) Reactant: F[C:2]1[N:7]2[CH:8]=[C:9]([CH2:11][N:12]3[C@H:25]4[C@H:16]([CH2:17][CH2:18][C:19]5[C:24]4=[N:23][CH:22]=[CH:21][CH:20]=5)[CH2:15][CH2:14][CH2:13]3)[N:10]=[C:6]2[CH:5]=[CH:4][CH:3]=1.[NH:26]1[CH2:31][CH2:30][S:29][CH2:28][CH2:27]1. Product: [N:26]1([C:2]2[N:7]3[CH:8]=[C:9]([CH2:11][N:12]4[C@H:25]5[C@H:16]([CH2:17][CH2:18][C:19]6[C:24]5=[N:23][CH:22]=[CH:21][CH:20]=6)[CH2:15][CH2:14][CH2:13]4)[N:10]=[C:6]3[CH:5]=[CH:4][CH:3]=2)[CH2:31][CH2:30][S:29][CH2:28][CH2:27]1. The catalyst class is: 16.